This data is from Catalyst prediction with 721,799 reactions and 888 catalyst types from USPTO. The task is: Predict which catalyst facilitates the given reaction. (1) Reactant: [Na+].[CH2:2]([O:4][C:5]1[C:14]2[C:9](=[CH:10][CH:11]=[CH:12][CH:13]=2)[C:8]([O:15][CH2:16][CH3:17])=[C:7]([C:18]([O-])=[O:19])[C:6]=1[C:21]([O-])=[O:22])[CH3:3].[Na+].[NH2:25][C:26]1[CH:31]=[CH:30][C:29]([CH2:32][C:33]([O:35][CH2:36][CH3:37])=[O:34])=[C:28]([F:38])[CH:27]=1. Product: [CH2:16]([O:15][C:8]1[C:7]2[C:18](=[O:19])[N:25]([C:26]3[CH:31]=[CH:30][C:29]([CH2:32][C:33]([O:35][CH2:36][CH3:37])=[O:34])=[C:28]([F:38])[CH:27]=3)[C:21](=[O:22])[C:6]=2[C:5]([O:4][CH2:2][CH3:3])=[C:14]2[CH:13]=[CH:12][CH:11]=[CH:10][C:9]=12)[CH3:17]. The catalyst class is: 86. (2) Reactant: [F:1][C:2]([F:23])([F:22])[C:3]1[CH:17]=[C:16]([C:18]([F:21])([F:20])[F:19])[CH:15]=[CH:14][C:4]=1[CH2:5][N:6]1[CH2:11][CH2:10][CH:9]([CH:12]=O)[CH2:8][CH2:7]1.[CH:24]1([NH:30][C:31]2[CH2:35][S:34][C:33](=[O:36])[N:32]=2)[CH2:29][CH2:28][CH2:27][CH2:26][CH2:25]1.C([O-])(=O)C.[NH2+]1CCCCC1. Product: [F:23][C:2]([F:1])([F:22])[C:3]1[CH:17]=[C:16]([C:18]([F:21])([F:20])[F:19])[CH:15]=[CH:14][C:4]=1[CH2:5][N:6]1[CH2:11][CH2:10][CH:9](/[CH:12]=[C:35]2/[C:31]([NH:30][CH:24]3[CH2:25][CH2:26][CH2:27][CH2:28][CH2:29]3)=[N:32][C:33](=[O:36])[S:34]/2)[CH2:8][CH2:7]1. The catalyst class is: 41. (3) Reactant: [CH3:1][O:2][C:3](=[O:19])[C:4]([CH3:18])([CH3:17])[CH:5]([NH:9][C:10]1[CH:15]=[CH:14][CH:13]=[CH:12][C:11]=1[NH2:16])[CH2:6][O:7][CH3:8].[C:20](N1C=CN=C1)(N1C=CN=C1)=[O:21]. Product: [CH3:1][O:2][C:3](=[O:19])[C:4]([CH3:17])([CH3:18])[CH:5]([N:9]1[C:10]2[CH:15]=[CH:14][CH:13]=[CH:12][C:11]=2[NH:16][C:20]1=[O:21])[CH2:6][O:7][CH3:8]. The catalyst class is: 1. (4) Reactant: FC(F)(F)C(O)=O.[CH2:8]([O:12][C:13]1[N:21]=[C:20]2[C:16]([N:17]=[C:18]([O:22][CH3:23])[NH:19]2)=[C:15]([NH2:24])[N:14]=1)[CH2:9][CH2:10][CH3:11].C(=O)([O-])[O-].[K+].[K+].CS(O[CH2:36][CH2:37][CH:38]1[CH2:43][CH2:42][CH2:41][O:40][CH2:39]1)(=O)=O.O. Product: [CH2:8]([O:12][C:13]1[N:21]=[C:20]2[C:16]([N:17]=[C:18]([O:22][CH3:23])[N:19]2[CH2:36][CH2:37][CH:38]2[CH2:43][CH2:42][CH2:41][O:40][CH2:39]2)=[C:15]([NH2:24])[N:14]=1)[CH2:9][CH2:10][CH3:11]. The catalyst class is: 9.